Dataset: Catalyst prediction with 721,799 reactions and 888 catalyst types from USPTO. Task: Predict which catalyst facilitates the given reaction. Reactant: [Br:1][C:2]1[CH:7]=[CH:6][C:5]([OH:8])=[CH:4][CH:3]=1.C1(C)C=CC(S([O-])(=O)=O)=CC=1.[NH+]1C=CC=CC=1.[O:26]1[CH:31]=[CH:30][CH2:29][CH2:28][CH2:27]1. Product: [Br:1][C:2]1[CH:7]=[CH:6][C:5]([O:8][CH:27]2[CH2:28][CH2:29][CH2:30][CH2:31][O:26]2)=[CH:4][CH:3]=1. The catalyst class is: 363.